Predict which catalyst facilitates the given reaction. From a dataset of Catalyst prediction with 721,799 reactions and 888 catalyst types from USPTO. (1) Reactant: [O:1]1[CH:5]=[N:4][N:3]=[C:2]1[C@H:6]1[N:16]2[C@@H:10]([S:11][CH2:12][CH2:13][C@H:14]([NH:18]C(=O)OC(C)(C)C)[C:15]2=[O:17])[CH2:9][CH2:8][CH2:7]1.[C:26]([OH:32])([C:28]([F:31])([F:30])[F:29])=[O:27]. Product: [F:29][C:28]([F:31])([F:30])[C:26]([OH:32])=[O:27].[NH2:18][C@H:14]1[CH2:13][CH2:12][S:11][C@H:10]2[CH2:9][CH2:8][CH2:7][C@@H:6]([C:2]3[O:1][CH:5]=[N:4][N:3]=3)[N:16]2[C:15]1=[O:17]. The catalyst class is: 2. (2) Reactant: Cl.[NH2:2][CH:3]([C:8]1[CH:13]=[CH:12][C:11]([C:14]([F:17])([F:16])[F:15])=[C:10]([F:18])[CH:9]=1)[C:4]([CH3:7])([OH:6])[CH3:5].[CH3:19][C:20]1[CH:21]=[N:22][C:23]2[N:24]([N:26]=[CH:27][C:28]=2[C:29](O)=[O:30])[CH:25]=1.Cl.CN(C)CCCN=C=NCC.ON1C2C=CC=CC=2N=N1. Product: [F:18][C:10]1[CH:9]=[C:8]([CH:3]([NH:2][C:29]([C:28]2[CH:27]=[N:26][N:24]3[CH:25]=[C:20]([CH3:19])[CH:21]=[N:22][C:23]=23)=[O:30])[C:4]([OH:6])([CH3:7])[CH3:5])[CH:13]=[CH:12][C:11]=1[C:14]([F:15])([F:16])[F:17]. The catalyst class is: 681. (3) Product: [Cl:41][C:38]1[CH:37]=[CH:36][C:35]([CH:8]([C:5]2[CH:4]=[CH:3][C:2]([Cl:1])=[CH:7][CH:6]=2)[N:9]2[CH2:10][CH:11]([N:13]([S:31]([CH3:34])(=[O:33])=[O:32])[C:14]3[CH:15]=[C:16]([CH:28]=[CH:29][CH:30]=3)[C:17]([NH:19][CH2:20][CH:21]([OH:22])[CH2:25][OH:24])=[O:18])[CH2:12]2)=[CH:40][CH:39]=1. Reactant: [Cl:1][C:2]1[CH:7]=[CH:6][C:5]([CH:8]([C:35]2[CH:40]=[CH:39][C:38]([Cl:41])=[CH:37][CH:36]=2)[N:9]2[CH2:12][CH:11]([N:13]([S:31]([CH3:34])(=[O:33])=[O:32])[C:14]3[CH:15]=[C:16]([CH:28]=[CH:29][CH:30]=3)[C:17]([NH:19][CH2:20][CH:21]3[CH2:25][O:24]C(C)(C)[O:22]3)=[O:18])[CH2:10]2)=[CH:4][CH:3]=1.O1CCCC1.Cl.C(=O)([O-])O.[Na+]. The catalyst class is: 27. (4) Reactant: [CH3:1][S:2]([N:5]1[CH2:10][CH2:9][CH2:8][C@H:7]([NH:11][C:12]2[C:17]([C:18]3[N:19]=[C:20]4[CH:26]=[CH:25][N:24](COCC[Si](C)(C)C)[C:21]4=[N:22][CH:23]=3)=[CH:16][N:15]=[C:14](S(C)(=O)=O)[N:13]=2)[CH2:6]1)(=[O:4])=[O:3].[O-:39][CH2:40][CH3:41].[Na+].O1CCCC1.CS(C)(=O)=O. Product: [CH2:40]([O:39][C:14]1[N:13]=[C:12]([NH:11][C@H:7]2[CH2:8][CH2:9][CH2:10][N:5]([S:2]([CH3:1])(=[O:3])=[O:4])[CH2:6]2)[C:17]([C:18]2[N:19]=[C:20]3[CH:26]=[CH:25][NH:24][C:21]3=[N:22][CH:23]=2)=[CH:16][N:15]=1)[CH3:41]. The catalyst class is: 7. (5) Reactant: CN(C(ON1N=NC2C=CC=NC1=2)=[N+](C)C)C.F[P-](F)(F)(F)(F)F.C(N(CC)C(C)C)(C)C.[CH3:34][C:35]1[CH:40]=[CH:39][CH:38]=[C:37]([CH3:41])[C:36]=1[NH:42][C:43]([NH:45][C:46]1[C:47]([C:56](O)=[O:57])=[CH:48][C:49]2[C:54]([CH:55]=1)=[CH:53][CH:52]=[CH:51][CH:50]=2)=[O:44].[NH2:59][CH:60]([CH3:67])[CH2:61][C:62]([O:64][CH2:65][CH3:66])=[O:63].C([O-])(O)=O.[Na+]. Product: [CH3:34][C:35]1[CH:40]=[CH:39][CH:38]=[C:37]([CH3:41])[C:36]=1[NH:42][C:43]([NH:45][C:46]1[C:47]([C:56]([NH:59][CH:60]([CH3:67])[CH2:61][C:62]([O:64][CH2:65][CH3:66])=[O:63])=[O:57])=[CH:48][C:49]2[C:54]([CH:55]=1)=[CH:53][CH:52]=[CH:51][CH:50]=2)=[O:44]. The catalyst class is: 3. (6) Reactant: [Cl:1][C:2]1[CH:26]=[CH:25][C:5]([C:6]([N:8]2[CH2:12][CH2:11][C@@H:10]([NH:13][C:14]3[CH:19]=[CH:18][C:17](/[CH:20]=[CH:21]/[C:22](O)=[O:23])=[CH:16][CH:15]=3)[CH2:9]2)=[O:7])=[CH:4][CH:3]=1.[O:27]1[CH2:32][CH2:31][CH2:30][CH2:29][CH:28]1[O:33][NH2:34].C1C=CC2N(O)N=NC=2C=1.CCN=C=NCCCN(C)C. Product: [Cl:1][C:2]1[CH:26]=[CH:25][C:5]([C:6]([N:8]2[CH2:12][CH2:11][C@@H:10]([NH:13][C:14]3[CH:19]=[CH:18][C:17](/[CH:20]=[CH:21]/[C:22]([NH:34][O:33][CH:28]4[CH2:29][CH2:30][CH2:31][CH2:32][O:27]4)=[O:23])=[CH:16][CH:15]=3)[CH2:9]2)=[O:7])=[CH:4][CH:3]=1. The catalyst class is: 18. (7) Reactant: ClC1N=C(N2CC[C:9]3[C:4](=[CH:5][CH:6]=[CH:7][CH:8]=3)C2[C:4]2[CH:9]=[CH:8][CH:7]=[CH:6][CH:5]=2)[C:9]2[C:4](=[CH:5][CH:6]=[CH:7][CH:8]=2)N=1.[CH3:28]C1(C)C(C)(C)OB(C2C=NC(N)=NC=2)O1.[N:44]1[CH:45]=[CH:46][N:47]2[CH:52]=[C:51]([C:53]3[N:62]=[C:61]([NH:63][CH2:64][CH:65]([C:72]4[CH:77]=[CH:76][CH:75]=[CH:74][CH:73]=4)N4CCCCC4)[C:60]4[C:55](=[CH:56][CH:57]=[CH:58][CH:59]=4)[N:54]=3)[CH:50]=[N:49][C:48]=12. Product: [N:44]1[CH:45]=[CH:46][N:47]2[CH:52]=[C:51]([C:53]3[N:62]=[C:61]([N:63]4[CH2:64][CH:65]([C:4]5[CH:9]=[CH:8][CH:7]=[CH:6][CH:5]=5)[C:72]5[C:77](=[CH:76][CH:75]=[CH:74][CH:73]=5)[CH2:28]4)[C:60]4[C:55](=[CH:56][CH:57]=[CH:58][CH:59]=4)[N:54]=3)[CH:50]=[N:49][C:48]=12. The catalyst class is: 25. (8) The catalyst class is: 2. Reactant: [Br:1][C:2]1[N:7]=[C:6]([CH3:8])[N:5]=[C:4]([CH:9]=[N:10][OH:11])[CH:3]=1.[CH2:12]=[CH:13][C:14]1[CH:19]=[CH:18][CH:17]=[CH:16][CH:15]=1.Cl[O-].[Na+]. Product: [Br:1][C:2]1[N:7]=[C:6]([CH3:8])[N:5]=[C:4]([C:9]2[CH2:12][CH:13]([C:14]3[CH:19]=[CH:18][CH:17]=[CH:16][CH:15]=3)[O:11][N:10]=2)[CH:3]=1. (9) Reactant: [NH2:1][CH2:2][C:3]1[C:11]2[S:10](=[O:13])(=[O:12])[N:9]=[C:8]([C:14]3[C:15](=[O:32])[N:16]([CH2:25][C:26]4[CH:31]=[CH:30][CH:29]=[CH:28][CH:27]=4)[C:17]4[C:22]([C:23]=3[OH:24])=[CH:21][CH:20]=[CH:19][CH:18]=4)[NH:7][C:6]=2[S:5][CH:4]=1.C(N(CC)CC)C.N12CCCN=C1CCCCC2.[CH3:51][S:52](Cl)(=[O:54])=[O:53]. The catalyst class is: 213. Product: [CH2:25]([N:16]1[C:17]2[C:22](=[CH:21][CH:20]=[CH:19][CH:18]=2)[C:23]([OH:24])=[C:14]([C:8]2[NH:7][C:6]3[S:5][CH:4]=[C:3]([CH2:2][NH:1][S:52]([CH3:51])(=[O:54])=[O:53])[C:11]=3[S:10](=[O:13])(=[O:12])[N:9]=2)[C:15]1=[O:32])[C:26]1[CH:31]=[CH:30][CH:29]=[CH:28][CH:27]=1. (10) Reactant: Cl.[C:2]([CH2:5][NH:6][C:7]([C:9]1[CH:10]=[C:11]2[C:21](=[CH:22][CH:23]=1)[O:20][C:14]1([CH2:19][CH2:18][NH:17][CH2:16][CH2:15]1)[CH2:13][C:12]2=[O:24])=[O:8])(=[O:4])[NH2:3].[CH2:25]([O:27][C:28]1[CH:29]=[C:30]([CH:34]=[C:35]([O:43][CH2:44][CH3:45])[C:36]=1[C:37]1[CH:38]=[N:39][N:40]([CH3:42])[CH:41]=1)[C:31](O)=[O:32])[CH3:26].CCN=C=NCCCN(C)C.Cl.C1C=CC2N(O)N=NC=2C=1. The catalyst class is: 851. Product: [C:2]([CH2:5][NH:6][C:7]([C:9]1[CH:10]=[C:11]2[C:21](=[CH:22][CH:23]=1)[O:20][C:14]1([CH2:19][CH2:18][N:17]([C:31]([C:30]3[CH:34]=[C:35]([O:43][CH2:44][CH3:45])[C:36]([C:37]4[CH:38]=[N:39][N:40]([CH3:42])[CH:41]=4)=[C:28]([O:27][CH2:25][CH3:26])[CH:29]=3)=[O:32])[CH2:16][CH2:15]1)[CH2:13][C:12]2=[O:24])=[O:8])(=[O:4])[NH2:3].